From a dataset of Catalyst prediction with 721,799 reactions and 888 catalyst types from USPTO. Predict which catalyst facilitates the given reaction. (1) Reactant: C(Cl)(=O)C(Cl)=O.ClCCl.CS(C)=O.[OH:14][CH2:15][CH:16]1[CH2:20][N:19]([C:21]2[CH:26]=[CH:25][CH:24]=[CH:23][CH:22]=2)[C:18](=[O:27])[CH2:17]1. Product: [O:27]=[C:18]1[N:19]([C:21]2[CH:22]=[CH:23][CH:24]=[CH:25][CH:26]=2)[CH2:20][CH:16]([CH:15]=[O:14])[CH2:17]1. The catalyst class is: 66. (2) Reactant: [C:1]([C:3]1[CH:4]=[C:5]([C:12]([OH:14])=O)[C:6]2[CH2:7][CH2:8][CH2:9][C:10]=2[CH:11]=1)#[N:2].C(Cl)(=O)C(Cl)=O.[F:21][C:22]1[CH:27]=[CH:26][C:25]([C@H:28]([CH2:32][CH:33]=[CH2:34])[CH2:29][NH:30][CH3:31])=[CH:24][CH:23]=1.C(N(CC)CC)C. Product: [C:1]([C:3]1[CH:4]=[C:5]([C:12]([N:30]([CH2:29][C@H:28]([C:25]2[CH:24]=[CH:23][C:22]([F:21])=[CH:27][CH:26]=2)[CH2:32][CH:33]=[CH2:34])[CH3:31])=[O:14])[C:6]2[CH2:7][CH2:8][CH2:9][C:10]=2[CH:11]=1)#[N:2]. The catalyst class is: 85.